This data is from Reaction yield outcomes from USPTO patents with 853,638 reactions. The task is: Predict the reaction yield, written as a fraction of the theoretical maximum amount of product (1.0 means a 100% yield; for example, 0.34 means a 34% yield). (1) The yield is 0.920. The reactants are C(#N)C.[NH2:4][C:5]1[C:6]([C:11]([OH:14])([CH3:13])[CH3:12])=[N:7][CH:8]=[CH:9][CH:10]=1.[Br:15]N1C(=O)CCC1=O. The product is [NH2:4][C:5]1[C:6]([C:11]([OH:14])([CH3:12])[CH3:13])=[N:7][C:8]([Br:15])=[CH:9][CH:10]=1. The catalyst is O. (2) The reactants are C(BBr)#N.[CH2:5]([N:9]([CH3:11])[CH3:10])[CH2:6][CH2:7][CH3:8].[C:12]([BH:14][F:15])#[N:13].CN(C)C. No catalyst specified. The product is [C:12]([BH:14][F:15])#[N:13].[CH2:5]([N:9]([CH3:11])[CH3:10])[CH2:6][CH2:7][CH3:8]. The yield is 0.660. (3) The reactants are O[CH2:2][C:3]1[CH:12]=[N:11][C:10]2[N:9]3[CH2:13][CH2:14][CH2:15][C@H:8]3[C:7](=[O:16])[NH:6][C:5]=2[CH:4]=1.Cl.[CH2:18]([NH:20][C:21](=[O:35])[C:22]1[CH:27]=[CH:26][C:25]([N:28]2[CH2:33][CH2:32][NH:31][CH2:30][CH2:29]2)=[C:24]([CH3:34])[CH:23]=1)[CH3:19].[I-].C(C[P+](C)(C)C)#N.C(N(CC)C(C)C)(C)C. The catalyst is C(#N)CC. The product is [CH2:18]([NH:20][C:21](=[O:35])[C:22]1[CH:27]=[CH:26][C:25]([N:28]2[CH2:29][CH2:30][N:31]([CH2:2][C:3]3[CH:12]=[N:11][C:10]4[N:9]5[CH2:13][CH2:14][CH2:15][C@H:8]5[C:7](=[O:16])[NH:6][C:5]=4[CH:4]=3)[CH2:32][CH2:33]2)=[C:24]([CH3:34])[CH:23]=1)[CH3:19]. The yield is 0.628. (4) The reactants are CO[C:3]1[CH:8]=[CH:7][C:6]([O:9]C)=[CH:5][C:4]=1[NH:11][C:12](=[O:23])[C:13]1[CH:18]=[C:17]([O:19]C)[CH:16]=[CH:15][C:14]=1[O:21]C.Cl.N1C=CC=CC=1. The catalyst is Cl. The product is [OH:9][C:6]1[CH:7]=[CH:8][C:3]2[O:23][C:12]([C:13]3[CH:18]=[C:17]([OH:19])[CH:16]=[CH:15][C:14]=3[OH:21])=[N:11][C:4]=2[CH:5]=1. The yield is 0.760. (5) The reactants are [Li+:1].C[Si]([N-][Si](C)(C)C)(C)C.[C:11]([C:14]1[O:15][CH:16]=[CH:17][CH:18]=1)(=[O:13])[CH3:12].[C:19](OC(C)(C)C)(=[O:27])[C:20]([O:22][C:23]([CH3:26])([CH3:25])[CH3:24])=[O:21]. The catalyst is CCOCC. The product is [C:23]([O:22][C:20](=[O:21])[C:19]([O-:27])=[CH:12][C:11]([C:14]1[O:15][CH:16]=[CH:17][CH:18]=1)=[O:13])([CH3:26])([CH3:25])[CH3:24].[Li+:1]. The yield is 0.830.